Predict the reactants needed to synthesize the given product. From a dataset of Full USPTO retrosynthesis dataset with 1.9M reactions from patents (1976-2016). (1) Given the product [OH:8][CH2:7][C:6]1[C:11]([CH2:20][CH2:21][CH3:22])=[C:12]([CH2:17][CH2:18][CH3:19])[C:13]([CH2:14][CH2:15][CH3:16])=[C:4]([CH2:1][CH2:2][CH3:3])[C:5]=1[CH2:23][OH:24], predict the reactants needed to synthesize it. The reactants are: [CH2:1]([C:4]1[C:13]([CH2:14][CH2:15][CH3:16])=[C:12]([CH2:17][CH2:18][CH3:19])[C:11]([CH2:20][CH2:21][CH3:22])=[C:6]([C:7](OC)=[O:8])[C:5]=1[C:23](OC)=[O:24])[CH2:2][CH3:3].C1COCC1.[H-].[H-].[H-].[H-].[Li+].[Al+3].OS(O)(=O)=O. (2) Given the product [CH2:1]([NH:8][C:9]1[C:17]([C:18]2[CH:23]=[CH:22][C:21]([Cl:24])=[CH:20][CH:19]=2)=[CH:16][C:12]([C:13]([NH:47][C@@H:48]2[CH2:53][CH2:52][CH2:51][CH2:50][C@H:49]2[OH:54])=[O:14])=[CH:11][N:10]=1)[C:2]1[CH:7]=[CH:6][CH:5]=[CH:4][CH:3]=1, predict the reactants needed to synthesize it. The reactants are: [CH2:1]([NH:8][C:9]1[C:17]([C:18]2[CH:23]=[CH:22][C:21]([Cl:24])=[CH:20][CH:19]=2)=[CH:16][C:12]([C:13](O)=[O:14])=[CH:11][N:10]=1)[C:2]1[CH:7]=[CH:6][CH:5]=[CH:4][CH:3]=1.CN(C(ON1N=NC2C=CC=CC1=2)=[N+](C)C)C.[B-](F)(F)(F)F.[NH2:47][C@@H:48]1[CH2:53][CH2:52][CH2:51][CH2:50][C@H:49]1[OH:54].CCN(C(C)C)C(C)C.